This data is from Full USPTO retrosynthesis dataset with 1.9M reactions from patents (1976-2016). The task is: Predict the reactants needed to synthesize the given product. Given the product [Cl:21][CH2:22][C:23]([C:10]1[CH:9]=[C:8]2[C:13](=[CH:12][CH:11]=1)[CH2:14][CH:6]([NH:5][C:3](=[O:4])[C:2]([F:15])([F:16])[F:1])[CH2:7]2)=[O:24], predict the reactants needed to synthesize it. The reactants are: [F:1][C:2]([F:16])([F:15])[C:3]([NH:5][CH:6]1[CH2:14][C:13]2[C:8](=[CH:9][CH:10]=[CH:11][CH:12]=2)[CH2:7]1)=[O:4].[Cl-].[Cl-].[Cl-].[Al+3].[Cl:21][CH2:22][C:23](Cl)=[O:24].Cl.